Task: Predict which catalyst facilitates the given reaction.. Dataset: Catalyst prediction with 721,799 reactions and 888 catalyst types from USPTO (1) The catalyst class is: 18. Reactant: C(N(C(C)C)CC)(C)C.[CH3:10][CH:11]1[CH2:16][NH:15][CH:14]([CH3:17])[CH2:13][NH:12]1.[C:18]1([CH2:24][C:25](O)=[O:26])[CH:23]=[CH:22][CH:21]=[CH:20][CH:19]=1.CN(C(ON1N=NC2C=CC=NC1=2)=[N+](C)C)C.F[P-](F)(F)(F)(F)F. Product: [CH3:10][CH:11]1[CH2:16][NH:15][CH:14]([CH3:17])[CH2:13][N:12]1[C:25](=[O:26])[CH2:24][C:18]1[CH:23]=[CH:22][CH:21]=[CH:20][CH:19]=1. (2) Reactant: Br[C:2]1[S:3][CH:4]=[C:5]([CH2:7][O:8][Si:9]([C:12]([CH3:15])([CH3:14])[CH3:13])([CH3:11])[CH3:10])[N:6]=1.C([Li])CCC.[O:21]1[CH2:26][CH2:25][C:24](=[N:27][S@@:28]([C:30]([CH3:33])([CH3:32])[CH3:31])=[O:29])[CH2:23][CH2:22]1.C(Cl)Cl. Product: [NH4+:6].[OH-:8].[CH3:22][OH:21].[Si:9]([O:8][CH2:7][C:5]1[N:6]=[C:2]([C:24]2([NH:27][S@@:28]([C:30]([CH3:33])([CH3:32])[CH3:31])=[O:29])[CH2:23][CH2:22][O:21][CH2:26][CH2:25]2)[S:3][CH:4]=1)([C:12]([CH3:15])([CH3:14])[CH3:13])([CH3:11])[CH3:10]. The catalyst class is: 1. (3) Reactant: [NH2:1][C:2]1[C:10]([Cl:11])=[CH:9][C:5]([C:6]([OH:8])=O)=[C:4]([O:12][CH3:13])[CH:3]=1.ClC(OCC)=O.[NH2:20][CH2:21][CH:22]1[O:27][CH2:26][CH2:25][N:24]([CH2:28][CH:29]2[CH2:34][CH2:33][N:32]([C:35]([O:37][C:38]([CH3:41])([CH3:40])[CH3:39])=[O:36])[CH2:31][CH2:30]2)[CH2:23]1. Product: [NH2:1][C:2]1[C:10]([Cl:11])=[CH:9][C:5]([C:6]([NH:20][CH2:21][CH:22]2[O:27][CH2:26][CH2:25][N:24]([CH2:28][CH:29]3[CH2:30][CH2:31][N:32]([C:35]([O:37][C:38]([CH3:41])([CH3:40])[CH3:39])=[O:36])[CH2:33][CH2:34]3)[CH2:23]2)=[O:8])=[C:4]([O:12][CH3:13])[CH:3]=1. The catalyst class is: 22. (4) Reactant: [OH:1][C@@H:2]([C@@H:9]([CH3:16])[C:10]([O:12]C(C)C)=[O:11])[C:3]([O:5]C(C)C)=[O:4].[OH-].[K+]. Product: [OH:1][C@@H:2]([C@@H:9]([CH3:16])[C:10]([OH:12])=[O:11])[C:3]([OH:5])=[O:4]. The catalyst class is: 20. (5) Reactant: Br[C:2]1[C:25](=[O:26])[O:24][C:5]2[C:6]3[C:21]([CH3:22])=[N:20][N:19]([CH3:23])[C:7]=3[N:8]([CH2:11][C:12]3[CH:17]=[CH:16][C:15]([F:18])=[CH:14][CH:13]=3)[C:9](=[O:10])[C:4]=2[C:3]=1[OH:27].[C:28]1([SH:34])[CH:33]=[CH:32][CH:31]=[CH:30][CH:29]=1.C(=O)([O-])[O-].[K+].[K+]. Product: [F:18][C:15]1[CH:16]=[CH:17][C:12]([CH2:11][N:8]2[C:9](=[O:10])[C:4]3[C:3]([OH:27])=[C:2]([S:34][C:28]4[CH:33]=[CH:32][CH:31]=[CH:30][CH:29]=4)[C:25](=[O:26])[O:24][C:5]=3[C:6]3[C:21]([CH3:22])=[N:20][N:19]([CH3:23])[C:7]2=3)=[CH:13][CH:14]=1. The catalyst class is: 9. (6) Product: [CH2:19]([O:21][C:22]([C:24]1[NH:25][C:26]2[C:31]([C:32]=1[Br:33])=[CH:30][C:29]([C:4](=[O:5])[CH2:3][CH:2]([CH3:18])[CH3:1])=[CH:28][CH:27]=2)=[O:23])[CH3:20]. The catalyst class is: 463. Reactant: [CH3:1][CH:2]([CH3:18])[CH2:3][C:4](C1C=C2C(=CC=1)NC(C(O)=O)=C2)=[O:5].[CH2:19]([O:21][C:22]([C:24]1[NH:25][C:26]2[C:31]([C:32]=1[Br:33])=[CH:30][CH:29]=[CH:28][CH:27]=2)=[O:23])[CH3:20].[Al+3].[Cl-].[Cl-].[Cl-].C(Cl)(=O)CC(C)C. (7) Reactant: [Cl-].[CH2:2]([O:9][C:10]1[C:11]([CH3:32])=[C:12]([CH3:31])[C:13]([N:17]=C(C2C=CC=CC=2)C2C=CC=CC=2)=[N:14][C:15]=1[CH3:16])[C:3]1[CH:8]=[CH:7][CH:6]=[CH:5][CH:4]=1. Product: [CH2:2]([O:9][C:10]1[C:11]([CH3:32])=[C:12]([CH3:31])[C:13]([NH2:17])=[N:14][C:15]=1[CH3:16])[C:3]1[CH:4]=[CH:5][CH:6]=[CH:7][CH:8]=1. The catalyst class is: 5. (8) Reactant: C(Cl)(=O)C(Cl)=O.CS(C)=O.[OH:11][CH:12]1[CH2:15][N:14]([C:16]([O:18][C:19]([CH3:22])([CH3:21])[CH3:20])=[O:17])[CH2:13]1.C(N(CC)CC)C. Product: [O:11]=[C:12]1[CH2:15][N:14]([C:16]([O:18][C:19]([CH3:22])([CH3:21])[CH3:20])=[O:17])[CH2:13]1. The catalyst class is: 2. (9) Reactant: [CH3:1][CH2:2][C@@H:3]1[C@@H:16]([CH2:17][C@H:18]2[NH:27][CH2:26][CH2:25][C:24]3[C:19]2=[CH:20][C:21]([O:30][CH3:31])=[C:22]([O:28][CH3:29])[CH:23]=3)[CH2:15][C@@H:14]2[N:5]([CH2:6][CH2:7][C:8]3[C:13]2=[CH:12][C:11]([O:32][CH3:33])=[C:10]([O:34][CH3:35])[CH:9]=3)[CH2:4]1.Cl.Cl.[OH-].[Na+]. Product: [CH3:1][CH2:2][C@@H:3]1[C@@H:16]([CH2:17][C@H:18]2[NH:27][CH2:26][CH2:25][C:24]3[CH:23]=[C:22]([O:28][CH3:29])[C:21]([O:30][CH3:31])=[CH:20][C:19]2=3)[CH2:15][C@@H:14]2[N:5]([CH2:6][CH2:7][C:8]3[CH:9]=[C:10]([O:34][CH3:35])[C:11]([O:32][CH3:33])=[CH:12][C:13]=32)[CH2:4]1. The catalyst class is: 6. (10) Reactant: [Cl-].O[NH3+:3].[C:4](=[O:7])([O-])[OH:5].[Na+].CS(C)=O.[OH:13][C:14]([CH3:45])([CH3:44])[CH2:15][N:16]1[C:21](=[O:22])[C:20]([CH2:23][C:24]2[CH:29]=[CH:28][C:27]([C:30]3[C:31]([C:36]#[N:37])=[CH:32][CH:33]=[CH:34][CH:35]=3)=[CH:26][CH:25]=2)=[C:19]([CH2:38][CH2:39][CH3:40])[N:18]2[N:41]=[CH:42][N:43]=[C:17]12. Product: [OH:13][C:14]([CH3:44])([CH3:45])[CH2:15][N:16]1[C:21](=[O:22])[C:20]([CH2:23][C:24]2[CH:25]=[CH:26][C:27]([C:30]3[CH:35]=[CH:34][CH:33]=[CH:32][C:31]=3[C:36]3[NH:3][C:4](=[O:7])[O:5][N:37]=3)=[CH:28][CH:29]=2)=[C:19]([CH2:38][CH2:39][CH3:40])[N:18]2[N:41]=[CH:42][N:43]=[C:17]12. The catalyst class is: 13.